This data is from NCI-60 drug combinations with 297,098 pairs across 59 cell lines. The task is: Regression. Given two drug SMILES strings and cell line genomic features, predict the synergy score measuring deviation from expected non-interaction effect. Drug 1: CC1OCC2C(O1)C(C(C(O2)OC3C4COC(=O)C4C(C5=CC6=C(C=C35)OCO6)C7=CC(=C(C(=C7)OC)O)OC)O)O. Drug 2: C(CN)CNCCSP(=O)(O)O. Cell line: LOX IMVI. Synergy scores: CSS=23.7, Synergy_ZIP=-0.723, Synergy_Bliss=-2.59, Synergy_Loewe=-9.69, Synergy_HSA=-2.04.